The task is: Predict the reactants needed to synthesize the given product.. This data is from Full USPTO retrosynthesis dataset with 1.9M reactions from patents (1976-2016). (1) Given the product [Cl:22][C:23]1[CH:24]=[CH:25][C:26]([O:33][CH2:2][C:3]([N:5]2[CH2:6][CH:7]3[N:13]([CH2:14][C:15]4[CH:20]=[CH:19][C:18]([F:21])=[CH:17][CH:16]=4)[CH:11]([CH2:10][O:9][CH2:8]3)[CH2:12]2)=[O:4])=[C:27]([NH:29][C:30](=[O:32])[CH3:31])[CH:28]=1, predict the reactants needed to synthesize it. The reactants are: Cl[CH2:2][C:3]([N:5]1[CH2:12][CH:11]2[N:13]([CH2:14][C:15]3[CH:20]=[CH:19][C:18]([F:21])=[CH:17][CH:16]=3)[CH:7]([CH2:8][O:9][CH2:10]2)[CH2:6]1)=[O:4].[Cl:22][C:23]1[CH:24]=[CH:25][C:26]([OH:33])=[C:27]([NH:29][C:30](=[O:32])[CH3:31])[CH:28]=1. (2) Given the product [NH:43]1[C:51]2=[N:50][CH:49]=[CH:48][CH:47]=[C:46]2[C:45]([CH:52]=[C:7]2[O:6][C:5]([NH:35][CH2:36][CH:37]3[CH2:42][CH2:41][CH2:40][CH2:39][CH2:38]3)=[C:9]([C:10]([O:12][CH:13]([CH3:14])[CH3:15])=[O:11])[C:8]2=[O:16])=[CH:44]1, predict the reactants needed to synthesize it. The reactants are: C(O[C:5]1[O:6][CH2:7][C:8](=[O:16])[C:9]=1[C:10]([O:12][CH:13]([CH3:15])[CH3:14])=[O:11])(C)C.C(OC(C)C)(=O)CC(OC(C)C)=O.ClCC(Cl)=O.[NH2:35][CH2:36][CH:37]1[CH2:42][CH2:41][CH2:40][CH2:39][CH2:38]1.[NH:43]1[C:51]2[C:46](=[CH:47][CH:48]=[CH:49][N:50]=2)[C:45]([CH:52]=O)=[CH:44]1.N1CCCCC1.